This data is from Blood-brain barrier permeability classification from the B3DB database. The task is: Regression/Classification. Given a drug SMILES string, predict its absorption, distribution, metabolism, or excretion properties. Task type varies by dataset: regression for continuous measurements (e.g., permeability, clearance, half-life) or binary classification for categorical outcomes (e.g., BBB penetration, CYP inhibition). Dataset: b3db_classification. (1) The drug is CC1COc2c(N3CCN(C)CC3)c(F)cc3c(=O)c(C(=O)O)cn1c23. The result is 1 (penetrates BBB). (2) The result is 0 (does not penetrate BBB). The drug is NC(=O)OCC1C(NC(=O)/C(=N\OCC(=O)O)c2csc(N)n2)C(=O)N1S(=O)(=O)O. (3) The molecule is O=C(Cc1ccc(Cl)c(Cl)c1)N1CCn2ncnc2C1CN1CCCC1. The result is 1 (penetrates BBB). (4) The compound is CCOC(=O)C[C@@H](O)C[C@@H](O)/C=C/C1=C(c2ccc(F)cc2)c2ccccc2OC12CCCC2. The result is 1 (penetrates BBB). (5) The drug is Cc1cc(=O)n(-c2ccccc2)n1C. The result is 1 (penetrates BBB). (6) The compound is COc1ccc([C@@H](NC(=O)c2cc3ncccn3n2)C2CC(O)C2)cn1. The result is 0 (does not penetrate BBB). (7) The drug is CN(C)[C@@H]1C(=O)C(C(N)=O)=C(O)[C@]2(O)C(=O)C3=C(O)c4c(ccc(N)c4O)C[C@H]3C[C@@H]12. The result is 0 (does not penetrate BBB).